Dataset: NCI-60 drug combinations with 297,098 pairs across 59 cell lines. Task: Regression. Given two drug SMILES strings and cell line genomic features, predict the synergy score measuring deviation from expected non-interaction effect. Drug 1: CN1CCC(CC1)COC2=C(C=C3C(=C2)N=CN=C3NC4=C(C=C(C=C4)Br)F)OC. Drug 2: CC1C(C(CC(O1)OC2CC(CC3=C2C(=C4C(=C3O)C(=O)C5=C(C4=O)C(=CC=C5)OC)O)(C(=O)CO)O)N)O.Cl. Cell line: SF-295. Synergy scores: CSS=35.8, Synergy_ZIP=-0.605, Synergy_Bliss=-1.11, Synergy_Loewe=-17.9, Synergy_HSA=-0.404.